This data is from Forward reaction prediction with 1.9M reactions from USPTO patents (1976-2016). The task is: Predict the product of the given reaction. (1) Given the reactants [F:1][C:2]1[CH:7]=[CH:6][C:5]([C:8]2[N:9]=[C:10]3[C:15](=[N:16][CH:17]=2)[N:14]=[C:13]([S:18][CH3:19])[N:12]=[C:11]3O)=[CH:4][CH:3]=1.[F:21][C:22]([F:26])([F:25])[CH2:23][NH2:24].F[P-](F)(F)(F)(F)F.N1(O[P+](N(C)C)(N(C)C)N(C)C)C2C=CC=CC=2N=N1.CCN(C(C)C)C(C)C, predict the reaction product. The product is: [F:1][C:2]1[CH:7]=[CH:6][C:5]([C:8]2[N:9]=[C:10]3[C:15](=[N:16][CH:17]=2)[N:14]=[C:13]([S:18][CH3:19])[N:12]=[C:11]3[NH:24][CH2:23][C:22]([F:26])([F:25])[F:21])=[CH:4][CH:3]=1. (2) Given the reactants [CH:1]([C:4]1[CH:5]=[C:6]([C:12]([OH:14])=O)[O:7][C:8]=1[CH:9]([CH3:11])[CH3:10])([CH3:3])[CH3:2].[OH:15][C:16]1[CH:25]=[C:24]([NH2:26])[CH:23]=[CH:22][C:17]=1[C:18]([O:20][CH3:21])=[O:19], predict the reaction product. The product is: [OH:15][C:16]1[CH:25]=[C:24]([NH:26][C:12]([C:6]2[O:7][C:8]([CH:9]([CH3:10])[CH3:11])=[C:4]([CH:1]([CH3:2])[CH3:3])[CH:5]=2)=[O:14])[CH:23]=[CH:22][C:17]=1[C:18]([O:20][CH3:21])=[O:19]. (3) Given the reactants [CH2:1]([O:3][C:4]([C:6]1([C@H:9]2[CH2:13][N:12]([C@H:14]([C:16]3[CH:21]=[CH:20][CH:19]=[CH:18][CH:17]=3)[CH3:15])[C:11](=S)[C@H:10]2[F:23])[CH2:8][CH2:7]1)=[O:5])[CH3:2], predict the reaction product. The product is: [CH2:1]([O:3][C:4]([C:6]1([C@H:9]2[CH2:13][N:12]([C@H:14]([C:16]3[CH:17]=[CH:18][CH:19]=[CH:20][CH:21]=3)[CH3:15])[CH2:11][C@H:10]2[F:23])[CH2:7][CH2:8]1)=[O:5])[CH3:2]. (4) Given the reactants [CH:1]([NH2:4])([CH3:3])[CH3:2].CC1C=CC(S(O[CH2:16][C@@H:17]2[CH2:20][CH2:19][N:18]2[C:21]([O:23][C:24]([CH3:27])([CH3:26])[CH3:25])=[O:22])(=O)=O)=CC=1, predict the reaction product. The product is: [CH:1]([NH:4][CH2:16][C@@H:17]1[CH2:20][CH2:19][N:18]1[C:21]([O:23][C:24]([CH3:25])([CH3:27])[CH3:26])=[O:22])([CH3:3])[CH3:2]. (5) Given the reactants COC(=O)[CH:4]([C:6]1[CH:11]=[CH:10][C:9]([Cl:12])=[CH:8][C:7]=1[C:13](OC)=[O:14])Br.[OH:18][C:19]1[CH:26]=[CH:25][CH:24]=[CH:23][C:20]=1[C:21]#[N:22].C(N(CC)CC)C, predict the reaction product. The product is: [Cl:12][C:9]1[CH:8]=[C:7]2[C:6]([C:4]3[O:18][C:19]4[CH:26]=[CH:25][CH:24]=[CH:23][C:20]=4[C:21]=3[N:22]=[C:13]2[OH:14])=[CH:11][CH:10]=1. (6) Given the reactants [NH2:1][C:2]1[CH:7]=[CH:6][N:5]([C@H:8]2[C@H:12]([O:13][Si:14]([C:27]([CH3:30])([CH3:29])[CH3:28])([C:21]3[CH:26]=[CH:25][CH:24]=[CH:23][CH:22]=3)[C:15]3[CH:20]=[CH:19][CH:18]=[CH:17][CH:16]=3)[C@H:11]([F:31])[C@@:10]([N:34]=[N+:35]=[N-:36])([CH2:32][OH:33])[O:9]2)[C:4](=[O:37])[N:3]=1.C([Mg]Cl)(C)(C)C.Cl[C:45]1[CH:54]=[CH:53][C:52]2[C:47](=[CH:48][CH:49]=[CH:50][CH:51]=2)[C:46]=1[O:55][P:56](=[N:58][C@@H:59]([CH3:66])[C:60]([O:62][CH:63]([CH3:65])[CH3:64])=[O:61])=[O:57].CO, predict the reaction product. The product is: [CH:63]([O:62][C:60](=[O:61])[C@@H:59]([N:58]=[P:56]([O:55][C:46]1[C:47]2[C:52](=[CH:51][CH:50]=[CH:49][CH:48]=2)[CH:53]=[CH:54][C:45]=1[O:33][CH2:32][C@:10]1([N:34]=[N+:35]=[N-:36])[C@@H:11]([F:31])[C@@H:12]([O:13][Si:14]([C:27]([CH3:30])([CH3:28])[CH3:29])([C:21]2[CH:26]=[CH:25][CH:24]=[CH:23][CH:22]=2)[C:15]2[CH:20]=[CH:19][CH:18]=[CH:17][CH:16]=2)[C@H:8]([N:5]2[CH:6]=[CH:7][C:2]([NH2:1])=[N:3][C:4]2=[O:37])[O:9]1)=[O:57])[CH3:66])([CH3:64])[CH3:65]. (7) Given the reactants [Cl:1][C:2]1[C:11]2[C:6](=[CH:7][C:8]([O:15][CH:16]([CH3:18])[CH3:17])=[C:9]([O:12][CH2:13][CH3:14])[CH:10]=2)[N:5]=[CH:4][N:3]=1.[CH3:19][C:20]1[S:21][CH:22]=[C:23]([C:25]2[CH:26]=[C:27]([NH2:31])[CH:28]=[CH:29][CH:30]=2)[N:24]=1, predict the reaction product. The product is: [ClH:1].[CH2:13]([O:12][C:9]1[CH:10]=[C:11]2[C:6](=[CH:7][C:8]=1[O:15][CH:16]([CH3:18])[CH3:17])[N:5]=[CH:4][N:3]=[C:2]2[NH:31][C:27]1[CH:28]=[CH:29][CH:30]=[C:25]([C:23]2[N:24]=[C:20]([CH3:19])[S:21][CH:22]=2)[CH:26]=1)[CH3:14].